Task: Predict the product of the given reaction.. Dataset: Forward reaction prediction with 1.9M reactions from USPTO patents (1976-2016) (1) Given the reactants [F:1][C:2]1[C:3]([CH3:13])=[C:4]2[C:9](=[CH:10][CH:11]=1)[NH:8][C:7](=[O:12])[CH2:6][CH2:5]2.[H-].[Na+].Cl[CH2:17][CH2:18][CH2:19]I.[CH2:21]([CH:25]1[CH2:30][CH2:29][NH:28][CH2:27][CH2:26]1)[CH2:22][CH2:23][CH3:24].[Na+].[I-].C([O-])([O-])=O.[K+].[K+], predict the reaction product. The product is: [CH2:21]([CH:25]1[CH2:30][CH2:29][N:28]([CH2:17][CH2:18][CH2:19][N:8]2[C:9]3[C:4](=[C:3]([CH3:13])[C:2]([F:1])=[CH:11][CH:10]=3)[CH2:5][CH2:6][C:7]2=[O:12])[CH2:27][CH2:26]1)[CH2:22][CH2:23][CH3:24]. (2) Given the reactants C([N:8]1[C@@H:13]([CH3:14])[CH2:12][CH2:11][CH2:10][C@@H:9]1[CH2:15][CH2:16][CH2:17][CH:18]([CH3:20])[CH3:19])(OC(C)(C)C)=O, predict the reaction product. The product is: [CH2:15]([C@H:9]1[CH2:10][CH2:11][CH2:12][C@H:13]([CH3:14])[NH:8]1)[CH2:16][CH2:17][CH:18]([CH3:20])[CH3:19]. (3) Given the reactants [CH3:1][O:2][C:3](=[O:39])[CH2:4][C:5]1[CH:10]=[CH:9][CH:8]=[CH:7][C:6]=1[C:11]#[C:12][C:13]1[C:18]([CH3:19])=[CH:17][N:16]=[C:15]([NH:20][C:21]2[CH:22]=[N:23][N:24]([CH:26]3[CH2:31][CH2:30][N:29]([C:32]([O:34][C:35]([CH3:38])([CH3:37])[CH3:36])=[O:33])[CH2:28][CH2:27]3)[CH:25]=2)[N:14]=1, predict the reaction product. The product is: [CH3:1][O:2][C:3](=[O:39])[CH2:4][C:5]1[CH:10]=[CH:9][CH:8]=[CH:7][C:6]=1[CH2:11][CH2:12][C:13]1[C:18]([CH3:19])=[CH:17][N:16]=[C:15]([NH:20][C:21]2[CH:22]=[N:23][N:24]([CH:26]3[CH2:27][CH2:28][N:29]([C:32]([O:34][C:35]([CH3:36])([CH3:37])[CH3:38])=[O:33])[CH2:30][CH2:31]3)[CH:25]=2)[N:14]=1.